This data is from Forward reaction prediction with 1.9M reactions from USPTO patents (1976-2016). The task is: Predict the product of the given reaction. (1) Given the reactants [C:1]([OH:13])(=[O:12])[CH2:2][NH:3][C:4]([C:6]1[CH:11]=[CH:10][CH:9]=[CH:8][CH:7]=1)=O.[CH:14]1[CH:19]=[C:18]2[CH:20]=[CH:21][CH:22]=[C:23]([CH:24]=O)[C:17]2=[CH:16][CH:15]=1.C([O-])(=O)C.[Na+], predict the reaction product. The product is: [C:23]1(/[CH:24]=[C:2]2\[N:3]=[C:4]([C:6]3[CH:7]=[CH:8][CH:9]=[CH:10][CH:11]=3)[O:13][C:1]\2=[O:12])[C:17]2[C:18](=[CH:19][CH:14]=[CH:15][CH:16]=2)[CH:20]=[CH:21][CH:22]=1. (2) Given the reactants [CH2:1]([C@@:4]1([C:28]2[CH:33]=[CH:32][C:31]([F:34])=[CH:30][CH:29]=2)[O:9][C:8](=[O:10])[N:7]([C@H:11]([C:13]2[CH:18]=[CH:17][C:16](B3OC(C)(C)C(C)(C)O3)=[CH:15][CH:14]=2)[CH3:12])[CH2:6][CH2:5]1)[CH:2]=[CH2:3].Br[C:36]1[C:37]([OH:42])=[N:38][CH:39]=[CH:40][CH:41]=1.C([O-])([O-])=O.[Na+].[Na+], predict the reaction product. The product is: [CH2:1]([C@@:4]1([C:28]2[CH:33]=[CH:32][C:31]([F:34])=[CH:30][CH:29]=2)[O:9][C:8](=[O:10])[N:7]([C@H:11]([C:13]2[CH:18]=[CH:17][C:16]([C:36]3[C:37](=[O:42])[NH:38][CH:39]=[CH:40][CH:41]=3)=[CH:15][CH:14]=2)[CH3:12])[CH2:6][CH2:5]1)[CH:2]=[CH2:3]. (3) Given the reactants [CH2:1]([C:4]1[S:13][C:7]2[N:8]=[CH:9][NH:10][C:11](=[O:12])[C:6]=2[CH:5]=1)[CH2:2][CH3:3].[O:14]1[C:16]2([CH2:21][CH2:20][N:19]([C:22]([O:24][C:25]([CH3:28])([CH3:27])[CH3:26])=[O:23])[CH2:18][CH2:17]2)[CH2:15]1.C(=O)([O-])[O-].[Cs+].[Cs+], predict the reaction product. The product is: [OH:14][C:16]1([CH2:15][N:10]2[C:11](=[O:12])[C:6]3[CH:5]=[C:4]([CH2:1][CH2:2][CH3:3])[S:13][C:7]=3[N:8]=[CH:9]2)[CH2:17][CH2:18][N:19]([C:22]([O:24][C:25]([CH3:28])([CH3:27])[CH3:26])=[O:23])[CH2:20][CH2:21]1. (4) Given the reactants Br[C:2]1[CH:7]=[C:6]([CH3:8])[C:5]([CH3:9])=[CH:4][C:3]=1Br.[NH2:11][C:12]1[CH:17]=[CH:16][C:15]([C:18]2[CH:23]=[CH:22][CH:21]=[CH:20][CH:19]=2)=[CH:14][CH:13]=1, predict the reaction product. The product is: [CH3:9][C:5]1[CH:4]=[C:3]([NH:11][C:12]2[CH:13]=[CH:14][C:15]([C:18]3[CH:23]=[CH:22][CH:21]=[CH:20][CH:19]=3)=[CH:16][CH:17]=2)[C:2]([NH:11][C:12]2[CH:13]=[CH:14][C:15]([C:18]3[CH:23]=[CH:22][CH:21]=[CH:20][CH:19]=3)=[CH:16][CH:17]=2)=[CH:7][C:6]=1[CH3:8].